From a dataset of Full USPTO retrosynthesis dataset with 1.9M reactions from patents (1976-2016). Predict the reactants needed to synthesize the given product. (1) Given the product [CH3:1][C:2]1[C:6]([C:7]2[C:8]([C:15]3[CH:20]=[CH:19][C:18]([OH:21])=[CH:17][CH:16]=3)=[N:9][N:10]([CH3:14])[C:11]=2[CH2:12][OH:13])=[C:5]([CH3:23])[O:4][N:3]=1, predict the reactants needed to synthesize it. The reactants are: [CH3:1][C:2]1[C:6]([C:7]2[C:8]([C:15]3[CH:20]=[CH:19][C:18]([O:21]C)=[CH:17][CH:16]=3)=[N:9][N:10]([CH3:14])[C:11]=2[CH:12]=[O:13])=[C:5]([CH3:23])[O:4][N:3]=1.[Li+].[BH4-].S(C)C. (2) Given the product [NH2:1][C:2]1[N:3]=[CH:4][CH:5]=[C:6]([NH:12][CH2:10][CH3:11])[N:7]=1, predict the reactants needed to synthesize it. The reactants are: [NH2:1][C:2]1[N:7]=[C:6](Cl)[CH:5]=[C:4](C)[N:3]=1.[CH2:10]([NH2:12])[CH3:11]. (3) Given the product [CH3:1][O:2][C:3](=[O:17])[C:4]([N:6]1[C:14]2[C:13]([F:15])=[CH:12][N:11]=[CH:10][C:9]=2[C:8]([I:16])=[CH:7]1)([CH3:20])[CH3:5], predict the reactants needed to synthesize it. The reactants are: [CH3:1][O:2][C:3](=[O:17])[CH:4]([N:6]1[C:14]2[C:13]([F:15])=[CH:12][N:11]=[CH:10][C:9]=2[C:8]([I:16])=[CH:7]1)[CH3:5].CI.[CH3:20]C(C)([O-])C.[K+]. (4) Given the product [OH:38][C:27]([CH:26]([CH3:39])[CH3:25])([CH:14]([CH:11]1[CH2:10][CH2:9][O:8][CH2:13][CH2:12]1)[C:15]([O:17][CH2:18][C:19]1[CH:20]=[CH:21][CH:22]=[CH:23][CH:24]=1)=[O:16])[C:28]([O:30][CH2:31][C:32]1[CH:37]=[CH:36][CH:35]=[CH:34][CH:33]=1)=[O:29], predict the reactants needed to synthesize it. The reactants are: C(NC(C)C)(C)C.[O:8]1[CH2:13][CH2:12][CH:11]([CH2:14][C:15]([O:17][CH2:18][C:19]2[CH:24]=[CH:23][CH:22]=[CH:21][CH:20]=2)=[O:16])[CH2:10][CH2:9]1.[CH3:25][CH:26]([CH3:39])[C:27](=[O:38])[C:28]([O:30][CH2:31][C:32]1[CH:37]=[CH:36][CH:35]=[CH:34][CH:33]=1)=[O:29].C(O)(=O)C. (5) Given the product [CH2:29]([C:25]1([CH2:26][CH:27]=[CH2:28])[O:32][C:2](=[O:4])[N:22]([C@H:20]([C:17]2[CH:16]=[CH:15][C:14]([Br:13])=[CH:19][CH:18]=2)[CH3:21])[CH2:23][CH2:24]1)[CH:30]=[CH2:31], predict the reactants needed to synthesize it. The reactants are: Cl[C:2](Cl)([O:4]C(=O)OC(Cl)(Cl)Cl)Cl.[Br:13][C:14]1[CH:19]=[CH:18][C:17]([C@@H:20]([NH:22][CH2:23][CH2:24][C:25]([OH:32])([CH2:29][CH:30]=[CH2:31])[CH2:26][CH:27]=[CH2:28])[CH3:21])=[CH:16][CH:15]=1.C(N(C(C)C)C(C)C)C. (6) The reactants are: [NH2:1][C:2]1[C:10]([Br:11])=[CH:9][C:8]([Cl:12])=[CH:7][C:3]=1[C:4]([OH:6])=[O:5].[C:13](Cl)(Cl)=[O:14]. Given the product [Br:11][C:10]1[C:2]2[NH:1][C:13](=[O:14])[O:5][C:4](=[O:6])[C:3]=2[CH:7]=[C:8]([Cl:12])[CH:9]=1, predict the reactants needed to synthesize it.